From a dataset of Peptide-MHC class I binding affinity with 185,985 pairs from IEDB/IMGT. Regression. Given a peptide amino acid sequence and an MHC pseudo amino acid sequence, predict their binding affinity value. This is MHC class I binding data. The peptide sequence is NTIVFGIYK. The MHC is HLA-A33:01 with pseudo-sequence HLA-A33:01. The binding affinity (normalized) is 0.